From a dataset of Reaction yield outcomes from USPTO patents with 853,638 reactions. Predict the reaction yield, written as a fraction of the theoretical maximum amount of product (1.0 means a 100% yield; for example, 0.34 means a 34% yield). (1) The reactants are [NH:1]1[CH2:6][CH2:5][CH:4]([NH:7][C:8](=[O:14])[O:9][C:10]([CH3:13])([CH3:12])[CH3:11])[CH2:3][CH2:2]1.[N:15]1([CH:24](N2N=C3C=CC=CC3=N2)[NH2:25])[C:19]2[CH:20]=[CH:21][CH:22]=[CH:23][C:18]=2[N:17]=[N:16]1.C(=O)([O-])[O-].[Na+].[Na+]. The catalyst is ClCCl. The product is [N:15]1([C:24](=[NH:25])[N:1]2[CH2:2][CH2:3][CH:4]([NH:7][C:8](=[O:14])[O:9][C:10]([CH3:11])([CH3:13])[CH3:12])[CH2:5][CH2:6]2)[C:19]2[CH:20]=[CH:21][CH:22]=[CH:23][C:18]=2[N:17]=[N:16]1. The yield is 0.810. (2) The reactants are [F:1][C:2]1[CH:10]=[CH:9][CH:8]=[C:7]2[C:3]=1[C:4]([CH2:11][NH:12][CH3:13])=[CH:5][NH:6]2.CNCC1C2C=CC=CC=2N2CCCC=12.[NH2:29][C:30]1[N:35]=[CH:34][C:33](/[CH:36]=[CH:37]/[C:38]([OH:40])=O)=[CH:32][CH:31]=1.Cl.O=C1NC2N=CC(/C=C/C(O)=O)=CC=2CC1. No catalyst specified. The product is [NH2:29][C:30]1[N:35]=[CH:34][C:33](/[CH:36]=[CH:37]/[C:38]([N:12]([CH2:11][C:4]2[C:3]3[C:7](=[CH:8][CH:9]=[CH:10][C:2]=3[F:1])[NH:6][CH:5]=2)[CH3:13])=[O:40])=[CH:32][CH:31]=1. The yield is 0.360. (3) The yield is 0.540. The product is [OH:9][CH2:8][CH2:7][C:4]1[CH:5]=[CH:6][N:1]=[CH:2][CH:3]=1. The reactants are [N:1]1[CH:6]=[CH:5][C:4]([CH2:7][C:8](OCC)=[O:9])=[CH:3][CH:2]=1.[H-].[H-].[H-].[H-].[Li+].[Al+3].[OH-].[Na+]. The catalyst is C(OCC)C. (4) The reactants are OS(O)(=O)=O.CC(C)=O.OS(O)(=O)=O.O=[Cr](=O)=O.[CH3:19][C@H:20]1[C@H:25]([OH:26])[CH2:24][C@@H:23]2[CH2:27][C@H:21]1[C:22]2([CH3:29])[CH3:28]. The catalyst is O.CC(C)=O. The product is [CH3:19][C@H:20]1[C:25](=[O:26])[CH2:24][C@@H:23]2[CH2:27][C@H:21]1[C:22]2([CH3:28])[CH3:29]. The yield is 0.934.